Task: Predict which catalyst facilitates the given reaction.. Dataset: Catalyst prediction with 721,799 reactions and 888 catalyst types from USPTO Reactant: [Cl:1][C:2]1[CH:7]=[CH:6][CH:5]=[C:4]([Cl:8])[C:3]=1[CH2:9][O:10][C:11]1[CH:16]=[CH:15][C:14]2[C:17]3([CH2:23][O:24][C:13]=2[CH:12]=1)[CH2:22][CH2:21][NH:20][CH2:19][CH2:18]3.[CH2:25](N(C(C)C)C(C)C)C.C=O.C(O[BH-](OC(=O)C)OC(=O)C)(=O)C.[Na+]. Product: [Cl:8][C:4]1[CH:5]=[CH:6][CH:7]=[C:2]([Cl:1])[C:3]=1[CH2:9][O:10][C:11]1[CH:16]=[CH:15][C:14]2[C:17]3([CH2:23][O:24][C:13]=2[CH:12]=1)[CH2:18][CH2:19][N:20]([CH3:25])[CH2:21][CH2:22]3. The catalyst class is: 191.